Dataset: Catalyst prediction with 721,799 reactions and 888 catalyst types from USPTO. Task: Predict which catalyst facilitates the given reaction. (1) Reactant: [CH2:1]([C:3]1[S:4][CH:5]=[C:6](/[CH:8]=[CH:9]\[C:10]2[C:11]([O:21][CH2:22][C:23]3[CH:48]=[CH:47][C:26]([O:27][CH2:28][C:29]4[N:30]=[C:31]([C:35]5[CH:40]=[CH:39][C:38]([CH2:41][C:42]([O:44]CC)=[O:43])=[CH:37][CH:36]=5)[O:32][C:33]=4[CH3:34])=[C:25]([O:49][CH3:50])[CH:24]=3)=[N:12][N:13]([C:15]3[CH:20]=[CH:19][CH:18]=[CH:17][CH:16]=3)[CH:14]=2)[N:7]=1)[CH3:2].[OH-].[Na+].O1CCCC1.Cl. Product: [CH2:1]([C:3]1[S:4][CH:5]=[C:6](/[CH:8]=[CH:9]\[C:10]2[C:11]([O:21][CH2:22][C:23]3[CH:48]=[CH:47][C:26]([O:27][CH2:28][C:29]4[N:30]=[C:31]([C:35]5[CH:36]=[CH:37][C:38]([CH2:41][C:42]([OH:44])=[O:43])=[CH:39][CH:40]=5)[O:32][C:33]=4[CH3:34])=[C:25]([O:49][CH3:50])[CH:24]=3)=[N:12][N:13]([C:15]3[CH:16]=[CH:17][CH:18]=[CH:19][CH:20]=3)[CH:14]=2)[N:7]=1)[CH3:2]. The catalyst class is: 8. (2) Reactant: [H-].[Na+].[C:3]([O:7][C:8]([N:10]1[CH2:15][CH2:14][CH:13]([NH:16][C:17]2[CH:22]=[CH:21][C:20]([C:23]#[N:24])=[CH:19][C:18]=2[O:25][C:26]2[CH:31]=[CH:30][CH:29]=[CH:28][C:27]=2Br)[CH2:12][CH2:11]1)=[O:9])([CH3:6])([CH3:5])[CH3:4]. Product: [C:3]([O:7][C:8]([N:10]1[CH2:15][CH2:14][CH:13]([N:16]2[C:17]3[CH:22]=[CH:21][C:20]([C:23]#[N:24])=[CH:19][C:18]=3[O:25][C:26]3[C:31]2=[CH:30][CH:29]=[CH:28][CH:27]=3)[CH2:12][CH2:11]1)=[O:9])([CH3:6])([CH3:5])[CH3:4]. The catalyst class is: 3. (3) Product: [Cl:1][C:2]1[CH:7]=[CH:6][CH:5]=[C:4]([F:8])[C:3]=1[C:9]1[N:10]=[C:11]2[CH:16]=[CH:15][CH:14]=[C:13]([CH3:17])[N:12]2[C:18]=1[N:19]([C:20]1[CH:29]=[CH:28][C:23]2[O:24][CH2:25][CH2:26][O:27][C:22]=2[CH:21]=1)[CH3:33]. Reactant: [Cl:1][C:2]1[CH:7]=[CH:6][CH:5]=[C:4]([F:8])[C:3]=1[C:9]1[N:10]=[C:11]2[CH:16]=[CH:15][CH:14]=[C:13]([CH3:17])[N:12]2[C:18]=1[NH:19][C:20]1[CH:29]=[CH:28][C:23]2[O:24][CH2:25][CH2:26][O:27][C:22]=2[CH:21]=1.[H-].[Na+].N[C@H:33](C(O)=O)CCSC. The catalyst class is: 3. (4) Reactant: [Cl:1][C:2]1[CH:3]=[C:4]2[C:9](=[CH:10][CH:11]=1)[CH:8]=[C:7]([B:12]1[O:16]C(C)(C)C(C)(C)[O:13]1)[CH:6]=[CH:5]2.Cl. Product: [Cl:1][C:2]1[CH:3]=[C:4]2[C:9](=[CH:10][CH:11]=1)[CH:8]=[C:7]([B:12]([OH:16])[OH:13])[CH:6]=[CH:5]2. The catalyst class is: 21. (5) Reactant: C[O:2][C:3](=O)[C:4]1[CH:9]=[CH:8][CH:7]=[C:6]([O:10][C:11]2[N:12]([CH2:26][CH2:27][CH3:28])[C:13](=[O:25])[C:14]3[NH:15][C:16]([CH:20]4[CH2:24][CH2:23][CH2:22][CH2:21]4)=[N:17][C:18]=3[N:19]=2)[CH:5]=1.C[N:31]1CCCN2C1=NCCC2.N. Product: [CH:20]1([C:16]2[NH:15][C:14]3[C:13](=[O:25])[N:12]([CH2:26][CH2:27][CH3:28])[C:11]([O:10][C:6]4[CH:5]=[C:4]([CH:9]=[CH:8][CH:7]=4)[C:3]([NH2:31])=[O:2])=[N:19][C:18]=3[N:17]=2)[CH2:21][CH2:22][CH2:23][CH2:24]1. The catalyst class is: 1. (6) Reactant: [OH:1][CH2:2][C@@H:3]1[CH2:7][CH2:6][CH2:5][N:4]1[CH:8]=[O:9].C1(P(C2C=CC=CC=2)C2C=CC=CC=2)C=CC=CC=1.[CH3:29][C:30]1[CH:35]=[CH:34][CH:33]=[C:32]([CH3:36])[C:31]=1O.N(C(OC(C)C)=O)=NC(OC(C)C)=O. Product: [CH3:29][C:30]1[CH:35]=[CH:34][CH:33]=[C:32]([CH3:36])[C:31]=1[O:1][CH2:2][C@@H:3]1[CH2:7][CH2:6][CH2:5][N:4]1[CH:8]=[O:9]. The catalyst class is: 1. (7) Reactant: P(N)(=O)([O-])[O-].[NH2:6][C:7]1[N:15]=[C:14]2[C:10]([N:11]=[CH:12][N:13]2[CH:16]2[C@:20]([CH3:22])([OH:21])[CH2:19][C@@H:18]([CH2:23][OH:24])[O:17]2)=[C:9]([O:25][CH3:26])[N:8]=1.C([Mg]Cl)(C)(C)C.Cl[C:34]1[CH:43]=[CH:42][C:41]2[C:36](=[CH:37][CH:38]=[CH:39][CH:40]=2)[C:35]=1[O:44][P:45](=[N:47][C@@H:48]([CH3:59])[C:49]([O:51][CH2:52][C:53]1[CH:58]=[CH:57][CH:56]=[CH:55][CH:54]=1)=[O:50])=[O:46]. Product: [NH2:6][C:7]1[N:15]=[C:14]2[C:10]([N:11]=[CH:12][N:13]2[CH:16]2[O:17][C@H:18]([CH2:23][O:24][C:34]3[CH:43]=[CH:42][C:41]4[C:36](=[CH:37][CH:38]=[CH:39][CH:40]=4)[C:35]=3[O:44][P:45](=[N:47][C@@H:48]([CH3:59])[C:49]([O:51][CH2:52][C:53]3[CH:54]=[CH:55][CH:56]=[CH:57][CH:58]=3)=[O:50])=[O:46])[CH2:19][C@:20]2([OH:21])[CH3:22])=[C:9]([O:25][CH3:26])[N:8]=1. The catalyst class is: 1. (8) Reactant: [CH3:1][O:2][C:3]1[CH:9]=[CH:8][C:6]([NH2:7])=[C:5]([N+:10]([O-:12])=[O:11])[CH:4]=1.[C:13]([O:17][CH2:18][CH3:19])(=[O:16])[CH:14]=O. Product: [CH3:1][O:2][C:3]1[CH:9]=[CH:8][C:6]([N:7]=[CH:14][C:13]([O:17][CH2:18][CH3:19])=[O:16])=[C:5]([N+:10]([O-:12])=[O:11])[CH:4]=1. The catalyst class is: 11. (9) Reactant: [C:1]([C:3]1[CH:4]=[C:5]([S:26]([N:29](CC2C=CC(OC)=CC=2OC)[C:30]2[S:34][N:33]=[CH:32][N:31]=2)(=[O:28])=[O:27])[CH:6]=[CH:7][C:8]=1[CH2:9][C:10]1[CH:15]=[CH:14][C:13]([C:16]([F:19])([F:18])[F:17])=[CH:12][C:11]=1[C:20]1[CH:25]=[CH:24][N:23]=[N:22][CH:21]=1)#[N:2].FC(F)(F)C(O)=O. Product: [C:1]([C:3]1[CH:4]=[C:5]([S:26]([NH:29][C:30]2[S:34][N:33]=[CH:32][N:31]=2)(=[O:27])=[O:28])[CH:6]=[CH:7][C:8]=1[CH2:9][C:10]1[CH:15]=[CH:14][C:13]([C:16]([F:18])([F:17])[F:19])=[CH:12][C:11]=1[C:20]1[CH:25]=[CH:24][N:23]=[N:22][CH:21]=1)#[N:2]. The catalyst class is: 4. (10) Reactant: Br[C:2]1[CH:3]=[N:4][CH:5]=[C:6]2[C:11]=1[N:10]=[C:9]([C:12]([NH:14][CH2:15][C:16]([CH3:19])([CH3:18])[CH3:17])=[O:13])[CH:8]=[CH:7]2.[F:20][C:21]1[CH:22]=[C:23](B(O)O)[CH:24]=[CH:25][CH:26]=1.C(=O)([O-])[O-].[Cs+].[Cs+]. Product: [F:20][C:21]1[CH:26]=[C:25]([C:2]2[CH:3]=[N:4][CH:5]=[C:6]3[C:11]=2[N:10]=[C:9]([C:12]([NH:14][CH2:15][C:16]([CH3:19])([CH3:18])[CH3:17])=[O:13])[CH:8]=[CH:7]3)[CH:24]=[CH:23][CH:22]=1. The catalyst class is: 688.